Dataset: Blood-brain barrier permeability classification from the B3DB database. Task: Regression/Classification. Given a drug SMILES string, predict its absorption, distribution, metabolism, or excretion properties. Task type varies by dataset: regression for continuous measurements (e.g., permeability, clearance, half-life) or binary classification for categorical outcomes (e.g., BBB penetration, CYP inhibition). Dataset: b3db_classification. (1) The drug is CN1CCCN([C@@H](c2ccccc2)c2ccc(Cl)cc2)CC1. The result is 1 (penetrates BBB). (2) The molecule is O=C(CCc1nc(-c2ccncc2)no1)NC[C@@H]1C[C@@H]2C=C[C@@H]1C2. The result is 1 (penetrates BBB). (3) The drug is C=CCN1CCC[C@@H]1CNC(=O)c1cc(S(N)(=O)=O)cc(OC)c1OC. The result is 1 (penetrates BBB). (4) The drug is CC1(C)OC2CC3C4CC(F)C5=CC(=O)C=CC5(C)C4(Cl)C(Cl)CC3(C)C2(C(=O)CCl)O1. The result is 1 (penetrates BBB). (5) The molecule is CCC[C@H](C(=O)c1ccc(C)cc1)N1CCCC1. The result is 1 (penetrates BBB).